This data is from Experimentally validated miRNA-target interactions with 360,000+ pairs, plus equal number of negative samples. The task is: Binary Classification. Given a miRNA mature sequence and a target amino acid sequence, predict their likelihood of interaction. The miRNA is mmu-miR-486a-5p with sequence UCCUGUACUGAGCUGCCCCGAG. Result: 0 (no interaction). The protein sequence of the target gene is MELSAIGEQVFAVESIRKKRVRKGKVEYLVKWKGWPPKYSTWEPEEHILDPRLVMAYEEKEERDRASGYRKRGPKPRRLLLQESAAPDVVQTPGDWEPMEQAPEEEAEADLTNGPPPWTPTLPSSEVTVTDITANSVTVTFREAQAAEGFFRDRNEKL.